From a dataset of Forward reaction prediction with 1.9M reactions from USPTO patents (1976-2016). Predict the product of the given reaction. (1) The product is: [NH2:53][C:2]1[CH:3]=[CH:4][C:5]([N:12]2[C:16]([NH:17][S:18]([C:21]3[CH:26]=[CH:25][C:24]([C:27]([CH3:30])([CH3:29])[CH3:28])=[C:23]([F:31])[CH:22]=3)(=[O:20])=[O:19])=[CH:15][C:14]([CH3:32])=[N:13]2)=[C:6]2[C:11]=1[N:10]=[CH:9][CH:8]=[CH:7]2. Given the reactants Br[C:2]1[CH:3]=[CH:4][C:5]([N:12]2[C:16]([NH:17][S:18]([C:21]3[CH:26]=[CH:25][C:24]([C:27]([CH3:30])([CH3:29])[CH3:28])=[C:23]([F:31])[CH:22]=3)(=[O:20])=[O:19])=[CH:15][C:14]([CH3:32])=[N:13]2)=[C:6]2[C:11]=1[N:10]=[CH:9][CH:8]=[CH:7]2.CC(=O)CC(=O)C.C(=O)([O-])[O-].[Cs+].[Cs+].C(OCC)(=O)C.[OH-].[NH4+:53], predict the reaction product. (2) Given the reactants Br[C:2]1[CH:7]=[CH:6][C:5]([Cl:8])=[CH:4][C:3]=1[O:9][CH2:10][CH2:11][O:12][CH3:13].C([Mg]Br)(C)C.C([O:21][C:22](=O)[C:23]([F:26])([F:25])[F:24])C, predict the reaction product. The product is: [Cl:8][C:5]1[CH:6]=[CH:7][C:2]([C:22](=[O:21])[C:23]([F:26])([F:25])[F:24])=[C:3]([O:9][CH2:10][CH2:11][O:12][CH3:13])[CH:4]=1.